This data is from hERG potassium channel inhibition data for cardiac toxicity prediction from Karim et al.. The task is: Regression/Classification. Given a drug SMILES string, predict its toxicity properties. Task type varies by dataset: regression for continuous values (e.g., LD50, hERG inhibition percentage) or binary classification for toxic/non-toxic outcomes (e.g., AMES mutagenicity, cardiotoxicity, hepatotoxicity). Dataset: herg_karim. (1) The compound is Oc1c(Br)cc(\C=C\2/C(=O)Nc3ccc(I)cc23)cc1Br. The result is 1 (blocker). (2) The molecule is Cc1cccc(C)c1C(=O)N1CCC(C)(N2CCC(N(c3ccccc3)c3ccccc3)CC2)CC1. The result is 1 (blocker).